This data is from Peptide-MHC class I binding affinity with 185,985 pairs from IEDB/IMGT. The task is: Regression. Given a peptide amino acid sequence and an MHC pseudo amino acid sequence, predict their binding affinity value. This is MHC class I binding data. The peptide sequence is ATVVIGTSK. The MHC is HLA-A68:01 with pseudo-sequence HLA-A68:01. The binding affinity (normalized) is 0.573.